The task is: Predict the reaction yield, written as a fraction of the theoretical maximum amount of product (1.0 means a 100% yield; for example, 0.34 means a 34% yield).. This data is from Reaction yield outcomes from USPTO patents with 853,638 reactions. (1) The reactants are [CH3:1][C:2]1[N:3]=[C:4]2[CH:9]=[C:8]([C:10]#[C:11][Si](C)(C)C)[CH:7]=[CH:6][N:5]2[C:16]=1[CH2:17][C:18]1[CH:37]=[CH:36][C:21]2/[C:22](=[C:32](/[CH3:35])\[C:33]#[N:34])/[C:23]3[CH:30]=[CH:29][C:28]([F:31])=[CH:27][C:24]=3[O:25][CH2:26][C:20]=2[CH:19]=1.O. The catalyst is C1COCC1. The product is [C:10]([C:8]1[CH:7]=[CH:6][N:5]2[C:16]([CH2:17][C:18]3[CH:37]=[CH:36][C:21]4/[C:22](=[C:32](/[CH3:35])\[C:33]#[N:34])/[C:23]5[CH:30]=[CH:29][C:28]([F:31])=[CH:27][C:24]=5[O:25][CH2:26][C:20]=4[CH:19]=3)=[C:2]([CH3:1])[N:3]=[C:4]2[CH:9]=1)#[CH:11]. The yield is 0.530. (2) The reactants are [F:1][C:2]1[CH:7]=[CH:6][C:5]([OH:8])=[C:4]([CH3:9])[CH:3]=1.[Na+].[I-:11].[OH-].[Na+].[O-]Cl.[Na+].S([O-])([O-])(=O)=S.[Na+].[Na+].Cl. The catalyst is CO. The product is [F:1][C:2]1[CH:3]=[C:4]([CH3:9])[C:5]([OH:8])=[C:6]([I:11])[CH:7]=1. The yield is 0.685. (3) The reactants are [CH2:1]([C:5]1[N:9]2[CH:10]=[CH:11][CH:12]=[CH:13][C:8]2=[C:7]([C:14]([OH:16])=O)[N:6]=1)[CH2:2][CH2:3][CH3:4].C(Cl)CCl.C1C=CC2N(O)N=NC=2C=1.CCN(CC)CC.[C:38]12([NH2:48])[CH2:47][CH:42]3[CH2:43][CH:44]([CH2:46][CH:40]([CH2:41]3)[CH2:39]1)[CH2:45]2. The catalyst is CN(C=O)C.C(OCC)(=O)C. The product is [C:38]12([NH:48][C:14]([C:7]3[N:6]=[C:5]([CH2:1][CH2:2][CH2:3][CH3:4])[N:9]4[CH:10]=[CH:11][CH:12]=[CH:13][C:8]=34)=[O:16])[CH2:45][CH:44]3[CH2:43][CH:42]([CH2:41][CH:40]([CH2:46]3)[CH2:39]1)[CH2:47]2. The yield is 0.800.